From a dataset of NCI-60 drug combinations with 297,098 pairs across 59 cell lines. Regression. Given two drug SMILES strings and cell line genomic features, predict the synergy score measuring deviation from expected non-interaction effect. (1) Drug 2: C1=NNC2=C1C(=O)NC=N2. Drug 1: C1CC(C1)(C(=O)O)C(=O)O.[NH2-].[NH2-].[Pt+2]. Synergy scores: CSS=7.31, Synergy_ZIP=-1.65, Synergy_Bliss=0.916, Synergy_Loewe=-2.41, Synergy_HSA=-0.204. Cell line: PC-3. (2) Drug 1: CC1=CC2C(CCC3(C2CCC3(C(=O)C)OC(=O)C)C)C4(C1=CC(=O)CC4)C. Drug 2: C1=CC=C(C=C1)NC(=O)CCCCCCC(=O)NO. Cell line: NCI/ADR-RES. Synergy scores: CSS=22.4, Synergy_ZIP=-0.597, Synergy_Bliss=-0.114, Synergy_Loewe=-34.3, Synergy_HSA=-0.105.